From a dataset of Experimentally validated miRNA-target interactions with 360,000+ pairs, plus equal number of negative samples. Binary Classification. Given a miRNA mature sequence and a target amino acid sequence, predict their likelihood of interaction. Result: 0 (no interaction). The miRNA is cel-miR-229-5p with sequence AAUGACACUGGUUAUCUUUUCCAUCG. The protein sequence of the target gene is MLRYPYFCRMYKECLSCWLESGIPNLGVWPNRIHTTAEKYREYEAREQTDQTQAQELHRSQDRDFETMAKLHIPVMVDEVVHCLSPQKGQIFLDMTFGSGGHTKAILQKESDIVLYALDRDPTAYALAEHLSELYPKQIRAMLGQFSQAEALLMKAGVQPGTFDGVLMDLGCSSMQLDTPERGFSLRKDGPLDMRMDGGRYPDMPTAADVVNALDQQALASILRTYGEEKHAKKIASAIVQARSIYPITRTQQLASIVAGAFPPSAIYTRKDLLQRSTHIATKTFQALRIFVNNELNELY....